From a dataset of Catalyst prediction with 721,799 reactions and 888 catalyst types from USPTO. Predict which catalyst facilitates the given reaction. (1) Reactant: [AlH4-].[Li+].[NH2:3][C@H:4]1[C:12]2[C:7](=[CH:8][CH:9]=[CH:10][CH:11]=2)[CH2:6][C@H:5]1[C:13]([N:15]([CH3:17])[CH3:16])=O. Product: [CH3:17][N:15]([CH2:13][C@@H:5]1[CH2:6][C:7]2[C:12](=[CH:11][CH:10]=[CH:9][CH:8]=2)[C@@H:4]1[NH2:3])[CH3:16]. The catalyst class is: 1. (2) Reactant: [C:1]12[CH2:7][CH:4]([CH2:5][CH2:6]1)[CH:3]([C:8]([O-:10])=[O:9])[C:2]=2[C:11]([O-:13])=[O:12].[Na+:14].[Na+]. Product: [CH:1]12[CH2:7][CH:4]([CH2:5][CH2:6]1)[CH:3]([C:8]([O-:10])=[O:9])[CH:2]2[C:11]([O-:13])=[O:12].[Na+:14].[Na+:14]. The catalyst class is: 522.